This data is from Full USPTO retrosynthesis dataset with 1.9M reactions from patents (1976-2016). The task is: Predict the reactants needed to synthesize the given product. (1) Given the product [F:8][C:9]1[CH:10]=[C:11]([CH:14]=[CH:15][C:16]=1[F:17])[CH2:12][N:13]=[C:2]1[CH:7]=[CH:6][N:5]([CH2:22][C:21]2[CH:24]=[CH:25][C:26]([F:27])=[C:19]([F:18])[CH:20]=2)[CH:4]=[CH:3]1, predict the reactants needed to synthesize it. The reactants are: I[C:2]1[CH:7]=[CH:6][N:5]=[CH:4][CH:3]=1.[F:8][C:9]1[CH:10]=[C:11]([CH:14]=[CH:15][C:16]=1[F:17])[CH2:12][NH2:13].[F:18][C:19]1[CH:20]=[C:21]([CH:24]=[CH:25][C:26]=1[F:27])[CH2:22]Br. (2) Given the product [F:18][C:17]([F:20])([F:19])[CH:16]([O:15][C:13]([N:10]1[CH2:11][CH2:12][N:7]([CH2:6][C:5]2[CH:25]=[CH:26][C:2]([Cl:1])=[CH:3][C:4]=2[N:27]2[CH2:31][CH2:30][C@H:29]([CH2:32][F:61])[CH2:28]2)[CH2:8][CH2:9]1)=[O:14])[C:21]([F:23])([F:24])[F:22], predict the reactants needed to synthesize it. The reactants are: [Cl:1][C:2]1[CH:26]=[CH:25][C:5]([CH2:6][N:7]2[CH2:12][CH2:11][N:10]([C:13]([O:15][CH:16]([C:21]([F:24])([F:23])[F:22])[C:17]([F:20])([F:19])[F:18])=[O:14])[CH2:9][CH2:8]2)=[C:4]([N:27]2[CH2:31][CH2:30][C@H:29]([CH2:32]OS(C3C=CC(C)=CC=3)(=O)=O)[CH2:28]2)[CH:3]=1.CCCC[N+](CCCC)(CCCC)CCCC.[F-:61]. (3) Given the product [Br:8][C:4]1[CH:3]=[C:2]([N:9]2[CH2:14][CH2:13][CH:12]([NH:15][C:16](=[O:18])[CH3:17])[CH2:11][CH2:10]2)[CH:7]=[CH:6][CH:5]=1, predict the reactants needed to synthesize it. The reactants are: Br[C:2]1[CH:7]=[CH:6][CH:5]=[C:4]([Br:8])[CH:3]=1.[NH:9]1[CH2:14][CH2:13][CH:12]([NH:15][C:16](=[O:18])[CH3:17])[CH2:11][CH2:10]1.CC(C)([O-])C.[Na+]. (4) Given the product [CH2:1]([O:3][C:4]([N:6]1[C:15]2[C:10](=[N:11][C:12]([O:16][CH3:17])=[CH:13][CH:14]=2)[C@@H:9]([NH:18][C:19]2[N:24]=[C:23]([CH2:25][C:26]3[CH:31]=[C:30]([C:32]([F:35])([F:34])[F:33])[CH:29]=[C:28]([C:36]([F:39])([F:38])[F:37])[CH:27]=3)[C:22]([CH2:40][CH2:41][CH2:42][S:47][CH3:46])=[CH:21][N:20]=2)[CH2:8][C@H:7]1[CH2:44][CH3:45])=[O:5])[CH3:2], predict the reactants needed to synthesize it. The reactants are: [CH2:1]([O:3][C:4]([N:6]1[C:15]2[C:10](=[N:11][C:12]([O:16][CH3:17])=[CH:13][CH:14]=2)[C@@H:9]([NH:18][C:19]2[N:24]=[C:23]([CH2:25][C:26]3[CH:31]=[C:30]([C:32]([F:35])([F:34])[F:33])[CH:29]=[C:28]([C:36]([F:39])([F:38])[F:37])[CH:27]=3)[C:22]([CH2:40][CH2:41][CH2:42]Br)=[CH:21][N:20]=2)[CH2:8][C@H:7]1[CH2:44][CH3:45])=[O:5])[CH3:2].[CH3:46][S-:47].[Na+]. (5) Given the product [O:34]=[C:35]1[N:11]([CH:12]2[CH2:13][CH2:14][N:15]([C:18]([O:20][C:21]([CH3:24])([CH3:23])[CH3:22])=[O:19])[CH2:16][CH2:17]2)[CH:2]=[C:3]([C:5]2[CH:10]=[CH:9][CH:8]=[CH:7][CH:6]=2)[NH:36]1, predict the reactants needed to synthesize it. The reactants are: Br[CH2:2][C:3]([C:5]1[CH:10]=[CH:9][CH:8]=[CH:7][CH:6]=1)=O.[NH2:11][CH:12]1[CH2:17][CH2:16][N:15]([C:18]([O:20][C:21]([CH3:24])([CH3:23])[CH3:22])=[O:19])[CH2:14][CH2:13]1.CCN(C(C)C)C(C)C.[O-:34][C:35]#[N:36].[Na+]. (6) Given the product [CH2:29]([NH:28][C:26](=[O:27])[CH:22]([CH3:21])[C:23]([NH:1][CH:2]1[C:3](=[O:20])[N:4]([CH3:19])[C:5]2[CH:18]=[CH:17][CH:16]=[CH:15][C:6]=2[C:7]([C:9]2[CH:14]=[CH:13][CH:12]=[CH:11][CH:10]=2)=[N:8]1)=[O:24])[C:30]1[CH:35]=[CH:34][CH:33]=[CH:32][CH:31]=1, predict the reactants needed to synthesize it. The reactants are: [NH2:1][CH:2]1[N:8]=[C:7]([C:9]2[CH:14]=[CH:13][CH:12]=[CH:11][CH:10]=2)[C:6]2[CH:15]=[CH:16][CH:17]=[CH:18][C:5]=2[N:4]([CH3:19])[C:3]1=[O:20].[CH3:21][CH:22]([C:26]([NH:28][CH2:29][C:30]1[CH:35]=[CH:34][CH:33]=[CH:32][CH:31]=1)=[O:27])[C:23](O)=[O:24]. (7) Given the product [NH:1]1[CH2:6][CH2:5][CH2:4][CH2:3][C@@H:2]1[CH2:7][O:8][C:9]1[C:17]2[C:16]3[CH:18]=[C:19]([C:22]#[N:23])[N:20]=[CH:21][C:15]=3[NH:14][C:13]=2[N:12]=[CH:11][CH:10]=1, predict the reactants needed to synthesize it. The reactants are: [NH:1]1[CH2:6][CH2:5][CH2:4][CH2:3][C@@H:2]1[CH2:7][O:8][C:9]1[C:17]2[C:16]3[CH:18]=[C:19]([C:22]#[N:23])[N:20]=[CH:21][C:15]=3[N:14](COCC[Si](C)(C)C)[C:13]=2[N:12]=[CH:11][CH:10]=1.Br.[OH-].[Na+].Cl. (8) Given the product [CH2:21]([O:20][C:18](=[O:19])[CH2:17][CH2:16][CH2:15][N:7]1[CH2:13][CH2:12][CH2:11][NH:10][CH2:9][CH2:8]1)[CH3:22], predict the reactants needed to synthesize it. The reactants are: C(=O)([O-])[O-].[Na+].[Na+].[NH:7]1[CH2:13][CH2:12][CH2:11][NH:10][CH2:9][CH2:8]1.Br[CH2:15][CH2:16][CH2:17][C:18]([O:20][CH2:21][CH3:22])=[O:19]. (9) Given the product [Si:55]([O:39][C:37]1([CH2:36][O:35][C@H:32]2[CH2:31][CH2:30][C@H:29]([N:3]3[C:2](=[O:1])[C:7]([CH2:8][C:9]4[CH:10]=[CH:11][C:12]([C:15]5[C:16]([C:21]#[N:22])=[CH:17][CH:18]=[CH:19][CH:20]=5)=[CH:13][CH:14]=4)=[C:6]([CH2:23][CH2:24][CH3:25])[N:5]4[N:26]=[CH:27][CH:28]=[C:4]34)[CH2:34][CH2:33]2)[CH2:40][CH2:38]1)([C:58]([CH3:61])([CH3:60])[CH3:59])([CH3:57])[CH3:56], predict the reactants needed to synthesize it. The reactants are: [O:1]=[C:2]1[C:7]([CH2:8][C:9]2[CH:14]=[CH:13][C:12]([C:15]3[C:16]([C:21]#[N:22])=[CH:17][CH:18]=[CH:19][CH:20]=3)=[CH:11][CH:10]=2)=[C:6]([CH2:23][CH2:24][CH3:25])[N:5]2[N:26]=[CH:27][CH:28]=[C:4]2[N:3]1[C@H:29]1[CH2:34][CH2:33][C@H:32]([O:35][CH2:36][C:37](=[O:39])[CH3:38])[CH2:31][CH2:30]1.[CH:40](N(C(C)C)CC)(C)C.FC(F)(F)S(O[Si:55]([C:58]([CH3:61])([CH3:60])[CH3:59])([CH3:57])[CH3:56])(=O)=O.C(=O)([O-])O.[Na+]. (10) Given the product [NH2:8][C:6]1[CH:7]=[C:2]([Br:1])[C:3]([C@@H:19]([NH:29][C:30](=[O:47])[CH2:31][N:32]2[C:36]3[C:37]([F:42])([F:41])[C@@H:38]4[CH2:40][C@@H:39]4[C:35]=3[C:34]([C:43]([F:44])([F:45])[F:46])=[N:33]2)[CH2:20][C:21]2[CH:22]=[C:23]([F:28])[CH:24]=[C:25]([F:27])[CH:26]=2)=[N:4][CH:5]=1, predict the reactants needed to synthesize it. The reactants are: [Br:1][C:2]1[C:3]([C@@H:19]([NH:29][C:30](=[O:47])[CH2:31][N:32]2[C:36]3[C:37]([F:42])([F:41])[C@@H:38]4[CH2:40][C@@H:39]4[C:35]=3[C:34]([C:43]([F:46])([F:45])[F:44])=[N:33]2)[CH2:20][C:21]2[CH:26]=[C:25]([F:27])[CH:24]=[C:23]([F:28])[CH:22]=2)=[N:4][CH:5]=[C:6]([N:8]2C(=O)C3C(=CC=CC=3)C2=O)[CH:7]=1.